Dataset: Full USPTO retrosynthesis dataset with 1.9M reactions from patents (1976-2016). Task: Predict the reactants needed to synthesize the given product. (1) Given the product [F:11][C:12]1[CH:17]=[CH:16][C:15]([C:18]2[C:22]([C:23]3[CH:28]=[CH:27][N:26]=[C:25]([NH:29][CH:30]([CH3:32])[CH3:31])[N:24]=3)=[CH:21][N:20]([CH2:9][CH:8]([CH3:10])[CH3:1])[N:19]=2)=[CH:14][CH:13]=1, predict the reactants needed to synthesize it. The reactants are: [C:1]([O-])([O-])=O.[Cs+].[Cs+].I[CH:8]([CH3:10])[CH3:9].[F:11][C:12]1[CH:17]=[CH:16][C:15]([C:18]2[C:22]([C:23]3[CH:28]=[CH:27][N:26]=[C:25]([NH:29][CH:30]([CH3:32])[CH3:31])[N:24]=3)=[CH:21][NH:20][N:19]=2)=[CH:14][CH:13]=1. (2) Given the product [CH2:1]([O:8][CH2:9][C:10]1([C:22](=[O:23])[NH:32][CH2:33][C:34](=[O:35])[N:36]2[CH2:40][CH2:39][CH2:38][CH2:37]2)[CH2:14][CH2:13][CH2:12][N:11]1[C:15]([O:17][C:18]([CH3:21])([CH3:20])[CH3:19])=[O:16])[C:2]1[CH:7]=[CH:6][CH:5]=[CH:4][CH:3]=1, predict the reactants needed to synthesize it. The reactants are: [CH2:1]([O:8][CH2:9][C:10]1([C:22](O)=[O:23])[CH2:14][CH2:13][CH2:12][N:11]1[C:15]([O:17][C:18]([CH3:21])([CH3:20])[CH3:19])=[O:16])[C:2]1[CH:7]=[CH:6][CH:5]=[CH:4][CH:3]=1.CN1CCOCC1.[NH2:32][CH2:33][C:34]([N:36]1[CH2:40][CH2:39][CH2:38][CH2:37]1)=[O:35]. (3) The reactants are: [C:1]([CH2:4][C:5]1[CH:13]=[CH:12][C:11]([CH3:14])=[CH:10][C:6]=1[C:7]([OH:9])=[O:8])([OH:3])=O.C(Cl)(=O)C.Cl.Cl.[N:21]1[CH:26]=[CH:25][CH:24]=[N:23][C:22]=1[C:27]1[CH:28]=[C:29]2[C:33](=[CH:34][CH:35]=1)[C@@H:32]([N:36]1[CH2:39][C:38]3([CH2:44][CH2:43][NH:42][CH2:41][CH2:40]3)[CH2:37]1)[CH2:31][CH2:30]2.C(N(CC)CC)C. Given the product [CH3:14][C:11]1[CH:12]=[CH:13][C:5]([CH2:4][C:1](=[O:3])[N:42]2[CH2:43][CH2:44][C:38]3([CH2:37][N:36]([CH:32]4[C:33]5[C:29](=[CH:28][C:27]([C:22]6[N:21]=[CH:26][CH:25]=[CH:24][N:23]=6)=[CH:35][CH:34]=5)[CH2:30][CH2:31]4)[CH2:39]3)[CH2:40][CH2:41]2)=[C:6]([CH:10]=1)[C:7]([OH:9])=[O:8], predict the reactants needed to synthesize it. (4) Given the product [F:1][C:2]1[C:11]([N:12]2[CH2:13][CH2:14][NH:15][CH2:16][CH2:17]2)=[CH:10][C:9]2[NH:8][CH:7]=[C:6]3[C:18](=[O:27])[N:19]([C:21]4[CH:26]=[CH:25][CH:24]=[CH:23][C:22]=4[F:28])[N:20]=[C:5]3[C:4]=2[CH:3]=1, predict the reactants needed to synthesize it. The reactants are: [F:1][C:2]1[C:11]([N:12]2[CH2:17][CH2:16][NH:15][CH2:14][CH2:13]2)=[CH:10][C:9]2[NH:8][CH:7]=[C:6]3[C:18](=[O:27])[N:19]([C:21]4[CH:26]=[CH:25][CH:24]=[CH:23][CH:22]=4)[N:20]=[C:5]3[C:4]=2[CH:3]=1.[F:28]C1C(F)=CC2C3C(C(=O)N(C4C=CC=CC=4F)N=3)=CNC=2C=1.N1CCNCC1. (5) Given the product [Br:10][C:7]1[CH:8]=[CH:9][C:4]([C:2](=[O:3])[CH:1]=[C:13]([N:15]([CH3:17])[CH3:16])[CH3:14])=[CH:5][CH:6]=1, predict the reactants needed to synthesize it. The reactants are: [CH3:1][C:2]([C:4]1[CH:9]=[CH:8][C:7]([Br:10])=[CH:6][CH:5]=1)=[O:3].CO[C:13](OC)([N:15]([CH3:17])[CH3:16])[CH3:14].O.C(OCC)(=O)C. (6) Given the product [Cl:13][C:14]1[CH:15]=[C:16]([O:21][C:22]2[CH:28]=[CH:27][C:25]([N:26]3[C:32](=[O:33])[C@@H:30]([CH3:31])[NH:29][C:5]3=[O:11])=[CH:24][CH:23]=2)[CH:17]=[C:18]([F:20])[CH:19]=1, predict the reactants needed to synthesize it. The reactants are: ClC(Cl)(O[C:5](=[O:11])OC(Cl)(Cl)Cl)Cl.[Cl:13][C:14]1[CH:15]=[C:16]([O:21][C:22]2[CH:28]=[CH:27][C:25]([NH2:26])=[CH:24][CH:23]=2)[CH:17]=[C:18]([F:20])[CH:19]=1.[NH2:29][C@@H:30]([C:32](O)=[O:33])[CH3:31].Cl. (7) Given the product [C:1]1([N:7]([CH:8]([CH3:17])[CH2:9][C:10]([O:12][C:13]([CH3:16])([CH3:15])[CH3:14])=[O:11])[S:24]([C:19]2[CH:20]=[CH:21][CH:22]=[CH:23][N:18]=2)(=[O:26])=[O:25])[CH:6]=[CH:5][CH:4]=[CH:3][CH:2]=1, predict the reactants needed to synthesize it. The reactants are: [C:1]1([NH:7][CH:8]([CH3:17])[CH2:9][C:10]([O:12][C:13]([CH3:16])([CH3:15])[CH3:14])=[O:11])[CH:6]=[CH:5][CH:4]=[CH:3][CH:2]=1.[N:18]1[CH:23]=[CH:22][CH:21]=[CH:20][C:19]=1[S:24](Cl)(=[O:26])=[O:25]. (8) Given the product [Br:29][C:4]1[CH:3]=[CH:2][C:1]([N:7]2[C:20](=[O:21])[C:19]3[C:14](=[CH:15][CH:16]=[CH:17][CH:18]=3)[C:13]3[CH:12]=[CH:11][CH:10]=[CH:9][C:8]2=3)=[CH:6][CH:5]=1, predict the reactants needed to synthesize it. The reactants are: [C:1]1([N:7]2[C:20](=[O:21])[C:19]3[C:14](=[CH:15][CH:16]=[CH:17][CH:18]=3)[C:13]3[CH:12]=[CH:11][CH:10]=[CH:9][C:8]2=3)[CH:6]=[CH:5][CH:4]=[CH:3][CH:2]=1.C1C(=O)N([Br:29])C(=O)C1.O. (9) Given the product [Cl:1][C:2]1[CH:7]=[CH:6][C:5]([CH:8]2[C:12]3[N:13]=[C:14]([CH3:16])[N:15]([CH2:30][CH3:31])[C:11]=3[C:10](=[O:17])[N:9]2[C:18]2[CH:27]=[C:26]([CH3:28])[C:21]3[N:22]=[N:23][N:24]([CH3:25])[C:20]=3[CH:19]=2)=[CH:4][CH:3]=1, predict the reactants needed to synthesize it. The reactants are: [Cl:1][C:2]1[CH:7]=[CH:6][C:5]([CH:8]2[C:12]3[NH:13][C:14]([CH3:16])=[N:15][C:11]=3[C:10](=[O:17])[N:9]2[C:18]2[CH:27]=[C:26]([CH3:28])[C:21]3[N:22]=[N:23][N:24]([CH3:25])[C:20]=3[CH:19]=2)=[CH:4][CH:3]=1.I[CH2:30][CH3:31]. (10) Given the product [F:1][C:2]1[CH:11]=[C:10]2[C:5]([CH:6]=[CH:7][CH:8]=[N:9]2)=[CH:4][C:3]=1[CH:12]([C:14]1[N:18]2[N:19]=[C:20](/[C:23](=[N:27]/[NH:28][C:29]([NH2:31])=[O:30])/[CH3:24])[CH:21]=[CH:22][C:17]2=[N:16][CH:15]=1)[CH3:13], predict the reactants needed to synthesize it. The reactants are: [F:1][C:2]1[CH:11]=[C:10]2[C:5]([CH:6]=[CH:7][CH:8]=[N:9]2)=[CH:4][C:3]=1[CH:12]([C:14]1[N:18]2[N:19]=[C:20]([C:23](=O)[CH3:24])[CH:21]=[CH:22][C:17]2=[N:16][CH:15]=1)[CH3:13].Cl.[NH2:27][NH:28][C:29]([NH2:31])=[O:30].C(N(CC)CC)C.